From a dataset of Catalyst prediction with 721,799 reactions and 888 catalyst types from USPTO. Predict which catalyst facilitates the given reaction. (1) Reactant: [CH3:1][C:2]([N:7]1[CH:11]=[C:10]([NH:12][C:13]2[N:18]=[C:17]([NH:19][CH3:20])[C:16]([C:21]([F:24])([F:23])[F:22])=[CH:15][N:14]=2)[C:9]([CH3:25])=[N:8]1)([CH3:6])[C:3]([NH2:5])=O. Product: [CH3:6][C:2]([N:7]1[CH:11]=[C:10]([NH:12][C:13]2[N:18]=[C:17]([NH:19][CH3:20])[C:16]([C:21]([F:22])([F:24])[F:23])=[CH:15][N:14]=2)[C:9]([CH3:25])=[N:8]1)([CH3:1])[C:3]#[N:5]. The catalyst class is: 265. (2) Reactant: [Cl:1][C:2]1[CH:7]=[C:6]([N+:8]([O-:10])=[O:9])[CH:5]=[CH:4][C:3]=1F.[N:12]1([CH2:17][CH2:18][OH:19])[CH2:16][CH2:15][CH2:14][CH2:13]1.C(=O)([O-])[O-].[Cs+].[Cs+]. Product: [Cl:1][C:2]1[CH:7]=[C:6]([N+:8]([O-:10])=[O:9])[CH:5]=[CH:4][C:3]=1[O:19][CH2:18][CH2:17][N:12]1[CH2:16][CH2:15][CH2:14][CH2:13]1. The catalyst class is: 3. (3) Reactant: [CH3:1][O:2][C:3]1[C:31]([O:32][CH3:33])=[CH:30][C:6]2[N:7]([C:10]3[S:14][C:13]([C:15]([NH2:17])=O)=[C:12]([O:18][CH2:19][C:20]4[CH:21]=[CH:22][C:23]5[N:27]=[N:26][N:25]([CH3:28])[C:24]=5[CH:29]=4)[CH:11]=3)[CH:8]=[N:9][C:5]=2[CH:4]=1. Product: [CH3:1][O:2][C:3]1[C:31]([O:32][CH3:33])=[CH:30][C:6]2[N:7]([C:10]3[S:14][C:13]([C:15]#[N:17])=[C:12]([O:18][CH2:19][C:20]4[CH:21]=[CH:22][C:23]5[N:27]=[N:26][N:25]([CH3:28])[C:24]=5[CH:29]=4)[CH:11]=3)[CH:8]=[N:9][C:5]=2[CH:4]=1. The catalyst class is: 376. (4) Reactant: [NH2:1][C:2]1[CH:16]=[CH:15][CH:14]=[CH:13][C:3]=1[CH2:4][N:5]1[CH2:9][C:8]([CH3:11])([CH3:10])[S:7][C:6]1=[O:12].C(N(CC)CC)C.[F:24][C:25]([F:38])([F:37])[S:26](O[S:26]([C:25]([F:38])([F:37])[F:24])(=[O:28])=[O:27])(=[O:28])=[O:27]. Product: [CH3:10][C:8]1([CH3:11])[S:7][C:6](=[O:12])[N:5]([CH2:4][C:3]2[CH:13]=[CH:14][CH:15]=[CH:16][C:2]=2[NH:1][S:26]([C:25]([F:38])([F:37])[F:24])(=[O:28])=[O:27])[CH2:9]1. The catalyst class is: 22. (5) Reactant: [CH2:1]([O:3][C:4]([NH:6][CH2:7][C:8]1([CH2:14][C:15]([O:17][C:18]2[CH:23]=[CH:22][CH:21]=[C:20]([C@@:24]3([OH:34])[CH2:29][CH2:28][CH2:27][CH2:26][C@@H:25]3[CH2:30][N:31]([CH3:33])[CH3:32])[CH:19]=2)=[O:16])[CH2:13][CH2:12][CH2:11][CH2:10][CH2:9]1)=[O:5])[CH3:2].[S:35](=[O:39])(=[O:38])([OH:37])[OH:36]. Product: [S:35]([OH:39])([OH:38])(=[O:37])=[O:36].[CH2:1]([O:3][C:4]([NH:6][CH2:7][C:8]1([CH2:14][C:15]([O:17][C:18]2[CH:23]=[CH:22][CH:21]=[C:20]([C@@:24]3([OH:34])[CH2:29][CH2:28][CH2:27][CH2:26][C@@H:25]3[CH2:30][N:31]([CH3:32])[CH3:33])[CH:19]=2)=[O:16])[CH2:9][CH2:10][CH2:11][CH2:12][CH2:13]1)=[O:5])[CH3:2]. The catalyst class is: 21. (6) Reactant: CN(C(ON1N=NC2C=CC=NC1=2)=[N+](C)C)C.F[P-](F)(F)(F)(F)F.C(N(CC)C(C)C)(C)C.[CH2:34]([O:41][C:42]([NH:44][C:45](=[NH:62])[NH:46][CH2:47][CH2:48][CH2:49][C@@H:50]([C:59]([OH:61])=O)[NH:51][C:52]([O:54][C:55]([CH3:58])([CH3:57])[CH3:56])=[O:53])=[O:43])[C:35]1[CH:40]=[CH:39][CH:38]=[CH:37][CH:36]=1.Cl.[NH2:64][CH2:65][CH2:66][NH:67][C:68](=[O:77])[O:69][CH2:70][C:71]1[CH:76]=[CH:75][CH:74]=[CH:73][CH:72]=1. Product: [CH2:70]([O:69][C:68](=[O:77])[NH:67][CH2:66][CH2:65][NH:64][C:59](=[O:61])[C@H:50]([CH2:49][CH2:48][CH2:47][NH:46][C:45]([NH:44][C:42]([O:41][CH2:34][C:35]1[CH:36]=[CH:37][CH:38]=[CH:39][CH:40]=1)=[O:43])=[NH:62])[NH:51][C:52]([O:54][C:55]([CH3:56])([CH3:57])[CH3:58])=[O:53])[C:71]1[CH:76]=[CH:75][CH:74]=[CH:73][CH:72]=1. The catalyst class is: 3. (7) Reactant: C[O:2][C:3](=[O:35])[C:4]1[CH:9]=[C:8]([O:10][CH3:11])[CH:7]=[CH:6][C:5]=1[C:12]1[CH:16]=[C:15]([CH2:17][N:18]2[CH:23]=[C:22]3[N:24]=[C:25]([C:27]4[CH:32]=[CH:31][CH:30]=[C:29]([F:33])[C:28]=4[F:34])[N:26]=[C:21]3[CH:20]=[N:19]2)[O:14][N:13]=1.Cl. Product: [F:34][C:28]1[C:29]([F:33])=[CH:30][CH:31]=[CH:32][C:27]=1[C:25]1[N:26]=[C:21]2[CH:20]=[N:19][N:18]([CH2:17][C:15]3[O:14][N:13]=[C:12]([C:5]4[CH:6]=[CH:7][C:8]([O:10][CH3:11])=[CH:9][C:4]=4[C:3]([OH:35])=[O:2])[CH:16]=3)[CH:23]=[C:22]2[N:24]=1. The catalyst class is: 12.